From a dataset of Forward reaction prediction with 1.9M reactions from USPTO patents (1976-2016). Predict the product of the given reaction. Given the reactants [CH3:1][O:2][C:3](=[O:44])[CH2:4][C@H:5]([OH:43])[CH2:6][C:7](=[O:42])[CH:8]=[CH:9][C:10]1[N:11]([CH:39]([CH3:41])[CH3:40])[C:12]([C:28](=[O:38])[NH:29][CH2:30][C:31]2[CH:36]=[CH:35][C:34]([F:37])=[CH:33][CH:32]=2)=[C:13]([C:22]2[CH:27]=[CH:26][CH:25]=[CH:24][CH:23]=2)[C:14]=1[C:15]1[CH:20]=[CH:19][C:18]([F:21])=[CH:17][CH:16]=1.C(B(CC)OC)C.[BH4-].[Na+], predict the reaction product. The product is: [CH3:1][O:2][C:3](=[O:44])[CH2:4][C@H:5]([OH:43])[CH2:6][C@H:7]([OH:42])[CH:8]=[CH:9][C:10]1[N:11]([CH:39]([CH3:40])[CH3:41])[C:12]([C:28](=[O:38])[NH:29][CH2:30][C:31]2[CH:36]=[CH:35][C:34]([F:37])=[CH:33][CH:32]=2)=[C:13]([C:22]2[CH:27]=[CH:26][CH:25]=[CH:24][CH:23]=2)[C:14]=1[C:15]1[CH:16]=[CH:17][C:18]([F:21])=[CH:19][CH:20]=1.